Dataset: Catalyst prediction with 721,799 reactions and 888 catalyst types from USPTO. Task: Predict which catalyst facilitates the given reaction. (1) Reactant: CON(C)[C:4]([C:6]1[C:11](=[O:12])[C:10]([O:13][CH3:14])=[CH:9][N:8]([C:15]2[CH:16]=[N:17][CH:18]=[CH:19][CH:20]=2)[N:7]=1)=[O:5].[CH3:22][Mg+].[Br-]. Product: [C:4]([C:6]1[C:11](=[O:12])[C:10]([O:13][CH3:14])=[CH:9][N:8]([C:15]2[CH:16]=[N:17][CH:18]=[CH:19][CH:20]=2)[N:7]=1)(=[O:5])[CH3:22]. The catalyst class is: 1. (2) The catalyst class is: 1. Reactant: [Cl:1][C:2]1[CH:11]=[C:10]2[C:5]([C:6](=[O:26])[N:7]([S:13]([C:16]3[CH:17]=[C:18]([OH:25])[C:19](=[CH:23][CH:24]=3)[C:20]([OH:22])=[O:21])(=[O:15])=[O:14])[C:8](=[O:12])[NH:9]2)=[CH:4][CH:3]=1.[OH-].[Na+:28].O. Product: [Na+:28].[Cl:1][C:2]1[CH:11]=[C:10]2[C:5]([C:6](=[O:26])[N:7]([S:13]([C:16]3[CH:17]=[C:18]([OH:25])[C:19](=[CH:23][CH:24]=3)[C:20]([O-:22])=[O:21])(=[O:15])=[O:14])[C:8](=[O:12])[NH:9]2)=[CH:4][CH:3]=1. (3) Reactant: [Cl:1][C:2]1[C:11]2[CH2:10][N:9]([C@H:12]([CH:16]([CH3:18])[CH3:17])[C:13](O)=[O:14])[C:8](=[O:19])[C:7]3=[CH:20][NH:21][C:5]([C:6]=23)=[N:4][CH:3]=1.[NH:22]1[CH2:26][CH2:25][CH:24]([C:27]#[N:28])[CH2:23]1.CN(C(ON1N=NC2C=CC=NC1=2)=[N+](C)C)C.F[P-](F)(F)(F)(F)F. Product: [Cl:1][C:2]1[C:11]2[CH2:10][N:9]([C@H:12]([CH:16]([CH3:17])[CH3:18])[C:13]([N:22]3[CH2:26][CH2:25][CH:24]([C:27]#[N:28])[CH2:23]3)=[O:14])[C:8](=[O:19])[C:7]3=[CH:20][NH:21][C:5]([C:6]=23)=[N:4][CH:3]=1. The catalyst class is: 1. (4) Reactant: [OH:1][C:2]1[C:11]2[C:6](=[CH:7][CH:8]=[CH:9][CH:10]=2)[C:5]([CH3:17])([CH2:12][CH2:13][CH:14]([CH3:16])[CH3:15])[C:4](=[O:18])[C:3]=1[C:19]1[NH:24][C:23]2[CH:25]=[CH:26][C:27]([NH:29][S:30]([CH3:33])(=[O:32])=[O:31])=[CH:28][C:22]=2[S:21](=[O:35])(=[O:34])[N:20]=1.[OH-].[Na+:37]. Product: [CH3:17][C:5]1([CH2:12][CH2:13][CH:14]([CH3:16])[CH3:15])[C:6]2[C:11](=[CH:10][CH:9]=[CH:8][CH:7]=2)[C:2]([O-:1])=[C:3]([C:19]2[NH:24][C:23]3[CH:25]=[CH:26][C:27]([NH:29][S:30]([CH3:33])(=[O:32])=[O:31])=[CH:28][C:22]=3[S:21](=[O:35])(=[O:34])[N:20]=2)[C:4]1=[O:18].[Na+:37]. The catalyst class is: 6. (5) Reactant: [F:1][C:2]([F:25])([F:24])[CH2:3][N:4]1[C:8]([C:9]2[N:18]=[C:17]3[N:11]([CH2:12][CH2:13][O:14][C:15]4[CH:22]=[C:21]([OH:23])[CH:20]=[CH:19][C:16]=43)[CH:10]=2)=[N:7][CH:6]=[N:5]1.[CH3:26][O:27][C:28](=[O:40])[C@H:29](O)[CH2:30][O:31][Si:32]([C:35]([CH3:38])([CH3:37])[CH3:36])([CH3:34])[CH3:33].CO. Product: [CH3:26][O:27][C:28](=[O:40])[C@@H:29]([O:23][C:21]1[CH:20]=[CH:19][C:16]2[C:17]3[N:11]([CH2:12][CH2:13][O:14][C:15]=2[CH:22]=1)[CH:10]=[C:9]([C:8]1[N:4]([CH2:3][C:2]([F:24])([F:1])[F:25])[N:5]=[CH:6][N:7]=1)[N:18]=3)[CH2:30][O:31][Si:32]([C:35]([CH3:37])([CH3:36])[CH3:38])([CH3:34])[CH3:33]. The catalyst class is: 13. (6) Reactant: [ClH:1].[I:2][C:3]1[CH:13]=[C:12]([O:14]C(=O)C)[C:11]([O:18][CH3:19])=[CH:10][C:4]=1[CH2:5][NH:6]C(=O)C. Product: [ClH:1].[I:2][C:3]1[CH:13]=[C:12]([OH:14])[C:11]([O:18][CH3:19])=[CH:10][C:4]=1[CH2:5][NH2:6]. The catalyst class is: 8. (7) Reactant: [CH2:1]([O:3][C:4]1[CH:5]=[C:6]([CH:9]=[CH:10][C:11]=1[O:12][CH3:13])[CH:7]=O)[CH3:2].[CH3:14][O:15][CH:16]([O:19][CH3:20])[CH2:17][NH2:18].[BH4-].[Na+]. Product: [CH3:14][O:15][CH:16]([O:19][CH3:20])[CH2:17][NH:18][CH2:7][C:6]1[CH:9]=[CH:10][C:11]([O:12][CH3:13])=[C:4]([O:3][CH2:1][CH3:2])[CH:5]=1. The catalyst class is: 8.